Dataset: Full USPTO retrosynthesis dataset with 1.9M reactions from patents (1976-2016). Task: Predict the reactants needed to synthesize the given product. Given the product [C:1]([C:3]1([C:7]2[CH:8]=[C:9]([CH:13]=[CH:14][CH:15]=2)[C:10]([NH:27][C:28]2[CH:29]=[CH:30][C:31]([CH3:50])=[C:32]([O:33][C:34]3[CH:35]=[CH:36][C:37]4[N:38]([CH:40]=[C:41]([NH:43][C:44]([CH:46]5[CH2:48][CH2:47]5)=[O:45])[N:42]=4)[N:39]=3)[CH:49]=2)=[O:12])[CH2:4][CH2:5][CH2:6]1)#[N:2], predict the reactants needed to synthesize it. The reactants are: [C:1]([C:3]1([C:7]2[CH:8]=[C:9]([CH:13]=[CH:14][CH:15]=2)[C:10]([OH:12])=O)[CH2:6][CH2:5][CH2:4]1)#[N:2].C(Cl)(=O)C(Cl)=O.O1CCCC1.[NH2:27][C:28]1[CH:29]=[CH:30][C:31]([CH3:50])=[C:32]([CH:49]=1)[O:33][C:34]1[CH:35]=[CH:36][C:37]2[N:38]([CH:40]=[C:41]([NH:43][C:44]([CH:46]3[CH2:48][CH2:47]3)=[O:45])[N:42]=2)[N:39]=1.